This data is from Catalyst prediction with 721,799 reactions and 888 catalyst types from USPTO. The task is: Predict which catalyst facilitates the given reaction. (1) Reactant: [CH2:1]([C:3]1[N:4]=[CH:5][N:6]([C:8]2[CH:16]=[C:15]3[C:11]([C:12]([CH3:27])([CH3:26])[C:13](=[O:25])[N:14]3COCC[Si](C)(C)C)=[CH:10][CH:9]=2)[CH:7]=1)[CH3:2].C(O)(C(F)(F)F)=O.C(N)CN. Product: [CH2:1]([C:3]1[N:4]=[CH:5][N:6]([C:8]2[CH:16]=[C:15]3[C:11]([C:12]([CH3:26])([CH3:27])[C:13](=[O:25])[NH:14]3)=[CH:10][CH:9]=2)[CH:7]=1)[CH3:2]. The catalyst class is: 4. (2) The catalyst class is: 84. Product: [Br:1][C:2]1[CH:11]=[C:10]2[C:5]([CH:6]=[CH:7][N:8]([CH2:14][C:15]([F:18])([F:17])[F:16])[C:9]2=[O:12])=[CH:4][CH:3]=1. Reactant: [Br:1][C:2]1[CH:11]=[C:10]2[C:5]([CH:6]=[CH:7][NH:8][C:9]2=[O:12])=[CH:4][CH:3]=1.I[CH2:14][C:15]([F:18])([F:17])[F:16].[H-].[Na+]. (3) Reactant: [C:1]([O:5][C:6]([N:8]1[CH:14]([C:15]2[NH:16][C:17]([C:20]3[CH:25]=[CH:24][C:23](Br)=[CH:22][CH:21]=3)=[CH:18][N:19]=2)[CH2:13][C:10]2([CH2:12][CH2:11]2)[CH2:9]1)=[O:7])([CH3:4])([CH3:3])[CH3:2].[C:27]([O:31][C:32]([N:34]1[CH:39]([C:40]2[NH:44][C:43]3[CH:45]=[C:46]([C:49]4[CH:54]=[CH:53][C:52](B5OC(C)(C)C(C)(C)O5)=[CH:51][CH:50]=4)[CH:47]=[CH:48][C:42]=3[N:41]=2)[CH:38]2[CH2:64][CH:35]1[CH2:36][CH2:37]2)=[O:33])([CH3:30])([CH3:29])[CH3:28].C(=O)([O-])[O-].[K+].[K+]. Product: [C:27]([O:31][C:32]([N:34]1[CH:39]([C:40]2[NH:44][C:43]3[CH:45]=[C:46]([C:49]4[CH:54]=[CH:53][C:52]([C:23]5[CH:22]=[CH:21][C:20]([C:17]6[NH:16][C:15]([CH:14]7[CH2:13][C:10]8([CH2:11][CH2:12]8)[CH2:9][N:8]7[C:6]([O:5][C:1]([CH3:3])([CH3:2])[CH3:4])=[O:7])=[N:19][CH:18]=6)=[CH:25][CH:24]=5)=[CH:51][CH:50]=4)[CH:47]=[CH:48][C:42]=3[N:41]=2)[CH:38]2[CH2:64][CH:35]1[CH2:36][CH2:37]2)=[O:33])([CH3:30])([CH3:28])[CH3:29]. The catalyst class is: 853. (4) Reactant: [N:1]1([C:6]2[CH:14]=[CH:13][C:9]([C:10]([OH:12])=O)=[CH:8][CH:7]=2)[CH:5]=[CH:4][N:3]=[CH:2]1.Cl.C(N=C=NCCCN(C)C)C.[NH2:27][CH:28]1[CH2:33][CH2:32][CH:31]([O:34][C:35](=[O:37])[CH3:36])[CH2:30][CH:29]1[C:38]1[CH:43]=[CH:42][C:41]([O:44][CH3:45])=[C:40]([O:46][CH2:47][CH3:48])[CH:39]=1. Product: [N:1]1([C:6]2[CH:7]=[CH:8][C:9]([C:10]([NH:27][CH:28]3[CH2:33][CH2:32][CH:31]([O:34][C:35](=[O:37])[CH3:36])[CH2:30][CH:29]3[C:38]3[CH:43]=[CH:42][C:41]([O:44][CH3:45])=[C:40]([O:46][CH2:47][CH3:48])[CH:39]=3)=[O:12])=[CH:13][CH:14]=2)[CH:5]=[CH:4][N:3]=[CH:2]1. The catalyst class is: 119. (5) Reactant: O[C@H:2]([CH2:15][S:16][C:17]1[CH:22]=[CH:21][CH:20]=[CH:19][CH:18]=1)[CH2:3][O:4]S(C1C=CC(C)=CC=1)(=O)=O.C[O-].[Na+]. Product: [C:17]1([S:16][CH2:15][C@H:2]2[O:4][CH2:3]2)[CH:22]=[CH:21][CH:20]=[CH:19][CH:18]=1. The catalyst class is: 8. (6) Reactant: [CH3:1][O:2][C:3]([CH:5]1[CH2:9][CH2:8][CH2:7][C:6]1=[O:10])=[O:4].[C:11]([O:14][CH2:15][CH2:16]Br)(=[O:13])[CH3:12].C(=O)([O-])[O-].[K+].[K+]. Product: [CH3:1][O:2][C:3]([C:5]1([CH2:16][CH2:15][O:14][C:11](=[O:13])[CH3:12])[CH2:9][CH2:8][CH2:7][C:6]1=[O:10])=[O:4]. The catalyst class is: 21. (7) Reactant: Cl[CH2:2][O:3][CH2:4][CH2:5][Si:6]([CH3:9])([CH3:8])[CH3:7].[H-].[Na+].[Br:12][C:13]1[NH:14][C:15]([Br:22])=[C:16]([C:18]([O:20][CH3:21])=[O:19])[N:17]=1.O. Product: [Br:12][C:13]1[N:14]([CH2:2][O:3][CH2:4][CH2:5][Si:6]([CH3:9])([CH3:8])[CH3:7])[C:15]([Br:22])=[C:16]([C:18]([O:20][CH3:21])=[O:19])[N:17]=1. The catalyst class is: 1.